Dataset: Catalyst prediction with 721,799 reactions and 888 catalyst types from USPTO. Task: Predict which catalyst facilitates the given reaction. Reactant: [Cl:1][C:2]1[CH:7]=[C:6]([N:8]2[CH2:13][CH2:12][O:11][CH2:10][CH2:9]2)[N:5]=[C:4]([CH2:14][NH2:15])[N:3]=1.[N:16]1[CH:21]=[CH:20][CH:19]=[C:18]([CH:22]=O)[CH:17]=1.C(O)(=O)C.C(O[BH-](OC(=O)C)OC(=O)C)(=O)C.[Na+]. Product: [Cl:1][C:2]1[CH:7]=[C:6]([N:8]2[CH2:13][CH2:12][O:11][CH2:10][CH2:9]2)[N:5]=[C:4]([CH2:14][NH:15][CH2:22][C:18]2[CH:17]=[N:16][CH:21]=[CH:20][CH:19]=2)[N:3]=1. The catalyst class is: 26.